The task is: Predict the product of the given reaction.. This data is from Forward reaction prediction with 1.9M reactions from USPTO patents (1976-2016). (1) Given the reactants [C:1]([O:5][C:6]([NH:8][CH:9](P(OC)(OC)=O)[C:10]([O:12][CH3:13])=[O:11])=[O:7])([CH3:4])([CH3:3])[CH3:2].N12CCCN=C1CCCCC2.[Br:31][C:32]1[CH:39]=[CH:38][C:35]([CH:36]=O)=[CH:34][C:33]=1[F:40].Cl, predict the reaction product. The product is: [Br:31][C:32]1[CH:39]=[CH:38][C:35](/[CH:36]=[C:9](\[NH:8][C:6]([O:5][C:1]([CH3:2])([CH3:3])[CH3:4])=[O:7])/[C:10]([O:12][CH3:13])=[O:11])=[CH:34][C:33]=1[F:40]. (2) Given the reactants [H-].[Na+].C(OCC)=O.[CH:8]1([CH2:11][O:12][CH2:13][C:14]([O:16]CC)=O)[CH2:10][CH2:9]1.S(O)(O)(=O)=O.[CH3:24][S:25][C:26](=[NH:28])[NH2:27].[CH3:29]SC(=N)N.[O-]CC.[Na+], predict the reaction product. The product is: [CH:8]1([CH2:11][O:12][C:13]2[C:14]([OH:16])=[N:28][C:26]([S:25][CH3:24])=[N:27][CH:29]=2)[CH2:10][CH2:9]1. (3) The product is: [O:11]=[C:7]1[CH2:6][C:5]2[C:9](=[CH:10][C:2]([NH:1][C:19](=[O:26])[C:20]3[CH:25]=[CH:24][CH:23]=[CH:22][CH:21]=3)=[CH:3][CH:4]=2)[NH:8]1. Given the reactants [NH2:1][C:2]1[CH:10]=[C:9]2[C:5]([CH2:6][C:7](=[O:11])[NH:8]2)=[CH:4][CH:3]=1.C(N(CC)CC)C.[C:19](Cl)(=[O:26])[C:20]1[CH:25]=[CH:24][CH:23]=[CH:22][CH:21]=1.[NH4+].[Cl-], predict the reaction product.